The task is: Predict the reaction yield, written as a fraction of the theoretical maximum amount of product (1.0 means a 100% yield; for example, 0.34 means a 34% yield).. This data is from Reaction yield outcomes from USPTO patents with 853,638 reactions. (1) The reactants are C(OC([N:8]1[CH2:13][CH2:12][CH:11]([C:14]2[C:22]3[C:17](=[N:18][CH:19]=[CH:20][CH:21]=3)[NH:16][CH:15]=2)[CH2:10][CH2:9]1)=O)(C)(C)C.C(O)(C(F)(F)F)=O.C(Cl)Cl. No catalyst specified. The product is [NH:8]1[CH2:9][CH2:10][CH:11]([C:14]2[C:22]3[C:17](=[N:18][CH:19]=[CH:20][CH:21]=3)[NH:16][CH:15]=2)[CH2:12][CH2:13]1. The yield is 0.960. (2) The reactants are Cl[C:2]1[CH:3]=[C:4]([NH:12][C:13]2[N:14]=[CH:15][C:16]3[CH2:17][C:18](=[O:32])[NH:19][C:20]4[CH:27]=[C:26]([C:28]([F:31])([F:30])[F:29])[CH:25]=[CH:24][C:21]=4[C:22]=3[N:23]=2)[C:5]([C:8]([F:11])([F:10])[F:9])=[N:6][CH:7]=1.[CH2:33]([N:36]([CH3:38])[CH3:37])[C:34]#[CH:35].C(=O)([O-])[O-].[Cs+].[Cs+].CC(C1C=C(C(C)C)C(C2C=CC=CC=2P(C2CCCCC2)C2CCCCC2)=C(C(C)C)C=1)C. The catalyst is CN(C=O)C.CC#N.CC#N.Cl[Pd]Cl. The product is [CH3:37][N:36]([CH3:38])[CH2:33][C:34]#[C:35][C:2]1[CH:3]=[C:4]([NH:12][C:13]2[N:14]=[CH:15][C:16]3[CH2:17][C:18](=[O:32])[NH:19][C:20]4[CH:27]=[C:26]([C:28]([F:31])([F:29])[F:30])[CH:25]=[CH:24][C:21]=4[C:22]=3[N:23]=2)[C:5]([C:8]([F:11])([F:9])[F:10])=[N:6][CH:7]=1. The yield is 0.660. (3) The reactants are [Br:1][C:2]1[C:3]([C:19]([F:22])([F:21])[F:20])=[N:4][N:5]([CH3:18])[C:6]=1[C:7]1[CH:12]=[C:11]([N+:13]([O-])=O)[CH:10]=[CH:9][C:8]=1[O:16][CH3:17]. The catalyst is CCO. The product is [Br:1][C:2]1[C:3]([C:19]([F:22])([F:20])[F:21])=[N:4][N:5]([CH3:18])[C:6]=1[C:7]1[CH:12]=[C:11]([NH2:13])[CH:10]=[CH:9][C:8]=1[O:16][CH3:17]. The yield is 0.990. (4) The reactants are [CH3:1][C:2]([C:7]1[CH:12]=[CH:11][C:10]([C:13]2[CH:14]=[N:15][CH:16]=[N:17][CH:18]=2)=[CH:9][CH:8]=1)([CH3:6])[C:3]([OH:5])=O.[CH3:19][CH:20]([CH3:24])[C@H:21]([NH2:23])[CH3:22]. No catalyst specified. The product is [CH3:6][C:2]([C:7]1[CH:12]=[CH:11][C:10]([C:13]2[CH:14]=[N:15][CH:16]=[N:17][CH:18]=2)=[CH:9][CH:8]=1)([CH3:1])[C:3]([NH:23][C@@H:21]([CH:20]([CH3:24])[CH3:19])[CH3:22])=[O:5]. The yield is 0.600. (5) The reactants are S(=O)(=O)(O)O.S([O-])([O-])(=O)=O.[Mg+2].[Cl:12][C:13]1[C:14]([C:20]([OH:22])=[O:21])=[N:15][C:16]([Cl:19])=[CH:17][CH:18]=1.[C:23](O)([CH3:26])([CH3:25])[CH3:24].C(=O)([O-])[O-].[Na+].[Na+]. The catalyst is ClCCl. The product is [Cl:12][C:13]1[C:14]([C:20]([O:22][C:23]([CH3:26])([CH3:25])[CH3:24])=[O:21])=[N:15][C:16]([Cl:19])=[CH:17][CH:18]=1. The yield is 0.660. (6) The reactants are [CH3:1][C@H:2]1[CH2:7][N:6]([CH2:8][C:9]2[CH:18]=[N:17][C:16]3[NH:15][C:14](=[O:19])[N:13]4[N:20]=[CH:21][N:22]=[C:12]4[C:11]=3[CH:10]=2)[CH2:5][C@@H:4]([CH3:23])[O:3]1.[F:24][C:25]([F:36])([F:35])[O:26][C:27]1[CH:34]=[CH:33][C:30]([CH2:31]Br)=[CH:29][CH:28]=1.C(=O)([O-])[O-].[K+].[K+]. The catalyst is CN(C)C=O. The product is [CH3:1][C@H:2]1[CH2:7][N:6]([CH2:8][C:9]2[CH:18]=[N:17][C:16]3[N:15]([CH2:31][C:30]4[CH:33]=[CH:34][C:27]([O:26][C:25]([F:24])([F:35])[F:36])=[CH:28][CH:29]=4)[C:14](=[O:19])[N:13]4[N:20]=[CH:21][N:22]=[C:12]4[C:11]=3[CH:10]=2)[CH2:5][C@@H:4]([CH3:23])[O:3]1. The yield is 0.610. (7) The reactants are O[C@H:2]1[C@H:9]2[C@H](O[C:7]([CH3:11])(C)[O:8]2)O[C@H]1C(O)=O.C[N:16]([C:18]([O:22]N1N=NC2C=CC=CC1=2)=[N+:19](C)C)C.[B-](F)(F)(F)F.CN1CCOCC1.N1CCOCC1. The catalyst is C1COCC1. The product is [N:16]1([C:18]([NH2:19])=[O:22])[CH2:11][CH2:7][O:8][CH2:9][CH2:2]1. The yield is 0.640. (8) The reactants are [CH2:1]([NH:8][CH2:9][C:10]([NH:12][C:13]1[CH:18]=[CH:17][C:16]([O:19][CH2:20][C:21]2[CH:26]=[CH:25][CH:24]=[CH:23][CH:22]=2)=[CH:15][CH:14]=1)=[O:11])[C:2]1[CH:7]=[CH:6][CH:5]=[CH:4][CH:3]=1.S([O-])([O-])(=O)=O.[Mg+2].ClCCl.[CH2:36]1[O:38][C@@H:37]1[CH2:39][Cl:40]. The catalyst is CO. The product is [CH2:1]([N:8]([CH2:36][C@H:37]([OH:38])[CH2:39][Cl:40])[CH2:9][C:10]([NH:12][C:13]1[CH:14]=[CH:15][C:16]([O:19][CH2:20][C:21]2[CH:26]=[CH:25][CH:24]=[CH:23][CH:22]=2)=[CH:17][CH:18]=1)=[O:11])[C:2]1[CH:3]=[CH:4][CH:5]=[CH:6][CH:7]=1. The yield is 1.00. (9) The reactants are Br[C:2]1[C:9]([F:10])=[CH:8][CH:7]=[CH:6][C:3]=1[C:4]#[N:5].[NH:11]1[C:15](B(O)O)=[CH:14][CH:13]=[N:12]1.C([O-])(O)=O.[Na+]. The catalyst is COCCOC.O.C1C=CC([P]([Pd]([P](C2C=CC=CC=2)(C2C=CC=CC=2)C2C=CC=CC=2)([P](C2C=CC=CC=2)(C2C=CC=CC=2)C2C=CC=CC=2)[P](C2C=CC=CC=2)(C2C=CC=CC=2)C2C=CC=CC=2)(C2C=CC=CC=2)C2C=CC=CC=2)=CC=1. The product is [F:10][C:9]1[C:2]([C:13]2[NH:12][N:11]=[CH:15][CH:14]=2)=[C:3]([CH:6]=[CH:7][CH:8]=1)[C:4]#[N:5]. The yield is 0.190.